The task is: Predict the reaction yield, written as a fraction of the theoretical maximum amount of product (1.0 means a 100% yield; for example, 0.34 means a 34% yield).. This data is from Reaction yield outcomes from USPTO patents with 853,638 reactions. (1) The reactants are C(O)(=O)C1C=CC=C(C(O)=O)C=1.[CH2:13]([C:17]1[O:18][C:19]2[CH:56]=[CH:55][CH:54]=[CH:53][C:20]=2[C:21]=1[C:22]1[O:23][C:24]([C:27]2[CH:28]=[C:29]3[C:34](=[CH:35][CH:36]=2)[CH:33]=[C:32]([O:37][CH2:38][C:39]2[CH:48]=[CH:47][C:42]([C:43]([O:45]C)=[O:44])=[CH:41][C:40]=2[C:49]([O:51]C)=[O:50])[CH:31]=[CH:30]3)=[CH:25][N:26]=1)[CH2:14][CH2:15][CH3:16].[OH-].[Na+].CO. The catalyst is C1COCC1.O. The product is [CH2:13]([C:17]1[O:18][C:19]2[CH:56]=[CH:55][CH:54]=[CH:53][C:20]=2[C:21]=1[C:22]1[O:23][C:24]([C:27]2[CH:28]=[C:29]3[C:34](=[CH:35][CH:36]=2)[CH:33]=[C:32]([O:37][CH2:38][C:39]2[CH:48]=[CH:47][C:42]([C:43]([OH:45])=[O:44])=[CH:41][C:40]=2[C:49]([OH:51])=[O:50])[CH:31]=[CH:30]3)=[CH:25][N:26]=1)[CH2:14][CH2:15][CH3:16]. The yield is 0.830. (2) The reactants are [CH2:1]([N:3]1[C:7]([C:8]2[CH:9]=[C:10]([C:13]([OH:15])=O)[S:11][CH:12]=2)=[C:6]([CH3:16])[CH:5]=[N:4]1)[CH3:2].F[P-](F)(F)(F)(F)F.Br[P+](N1CCCC1)(N1CCCC1)N1CCCC1.CCN(C(C)C)C(C)C.[NH2:50][C@@H:51]([CH2:64]/[C:65](/[C:69](/[C:72]([F:75])([F:74])[F:73])=[CH:70]\[CH3:71])=[CH:66]/[CH:67]=C)[CH2:52][N:53]1[C:61](=[O:62])[C:60]2[C:55](=[CH:56][CH:57]=[CH:58][CH:59]=2)[C:54]1=[O:63]. No catalyst specified. The product is [O:63]=[C:54]1[C:55]2[C:60](=[CH:59][CH:58]=[CH:57][CH:56]=2)[C:61](=[O:62])[N:53]1[CH2:52][C@@H:51]([NH:50][C:13]([C:10]1[S:11][CH:12]=[C:8]([C:7]2[N:3]([CH2:1][CH3:2])[N:4]=[CH:5][C:6]=2[CH3:16])[CH:9]=1)=[O:15])[CH2:64][C:65]1[CH:66]=[CH:67][CH:71]=[CH:70][C:69]=1[C:72]([F:74])([F:75])[F:73]. The yield is 0.630.